This data is from Reaction yield outcomes from USPTO patents with 853,638 reactions. The task is: Predict the reaction yield, written as a fraction of the theoretical maximum amount of product (1.0 means a 100% yield; for example, 0.34 means a 34% yield). (1) The reactants are N[C:2]1[CH:6]=[CH:5][NH:4][N:3]=1.ClC(O[CH2:11][C:12]1C=CC=[CH:14][CH:13]=1)=O.[C:18](=O)([O-:20])[O-:19].[K+].[K+].CO. The catalyst is C(Cl)Cl. The product is [CH2:5]([NH:4][C:18](=[O:19])[OH:20])[C:6]1[CH:2]=[CH:14][CH:13]=[CH:12][CH:11]=1.[NH:3]1[CH:2]=[CH:6][CH:5]=[N:4]1. The yield is 0.640. (2) The reactants are [CH2:1]([O:3][C:4](=[O:28])[C@@H:5]([CH2:12][C:13]1[C:14]([CH2:23][O:24][C:25](=[O:27])[CH3:26])=[C:15]2[C:19](=[C:20](Br)[CH:21]=1)[NH:18][N:17]=[CH:16]2)[CH2:6][C:7]([O:9][CH2:10][CH3:11])=[O:8])[CH3:2].[CH3:29][Sn](C)(C)C. No catalyst specified. The product is [CH2:1]([O:3][C:4](=[O:28])[C@@H:5]([CH2:12][C:13]1[C:14]([CH2:23][O:24][C:25](=[O:27])[CH3:26])=[C:15]2[C:19](=[C:20]([CH3:29])[CH:21]=1)[NH:18][N:17]=[CH:16]2)[CH2:6][C:7]([O:9][CH2:10][CH3:11])=[O:8])[CH3:2]. The yield is 0.680. (3) The reactants are Cl.[N+:2]([C:5]1[CH:6]=[C:7]([CH2:11][CH2:12][NH2:13])[CH:8]=[CH:9][CH:10]=1)([O-:4])=[O:3].CCN(C(C)C)C(C)C.[C:23](O[C:23]([C:25]([F:28])([F:27])[F:26])=[O:24])([C:25]([F:28])([F:27])[F:26])=[O:24]. The catalyst is C(Cl)Cl. The product is [N+:2]([C:5]1[CH:6]=[C:7]([CH:8]=[CH:9][CH:10]=1)[CH2:11][CH2:12][NH:13][C:23](=[O:24])[C:25]([F:28])([F:27])[F:26])([O-:4])=[O:3]. The yield is 1.01. (4) The reactants are [OH-].[Na+].C[O:4][C:5]([C:7]1[CH:17]=[C:16]([O:18][CH2:19][C:20]2[CH:25]=[CH:24][CH:23]=[CH:22][CH:21]=2)[C:10]2[CH2:11][C:12]([CH3:15])([CH3:14])[O:13][C:9]=2[CH:8]=1)=[O:6]. The catalyst is CO. The product is [CH2:19]([O:18][C:16]1[C:10]2[CH2:11][C:12]([CH3:15])([CH3:14])[O:13][C:9]=2[CH:8]=[C:7]([C:5]([OH:6])=[O:4])[CH:17]=1)[C:20]1[CH:21]=[CH:22][CH:23]=[CH:24][CH:25]=1. The yield is 0.880. (5) The reactants are C1N=CN(C(N2C=NC=C2)=O)C=1.FC(F)(F)C(O)=O.[CH:20]1([C:26]2[C:27]3[CH:28]=[CH:29][C:30]([C:57](O)=[O:58])=[CH:31][C:32]=3[N:33]3[CH2:39][C:38]([C:40]([N:42]4[CH:47]5[CH2:48][CH2:49][CH:43]4[CH2:44][N:45]([CH3:50])[CH2:46]5)=[O:41])=[CH:37][C:36]4[CH:51]=[C:52]([O:55][CH3:56])[CH:53]=[CH:54][C:35]=4[C:34]=23)[CH2:25][CH2:24][CH2:23][CH2:22][CH2:21]1.[CH:60]1([CH2:63][C:64]2([S:67]([NH2:70])(=[O:69])=[O:68])[CH2:66][CH2:65]2)[CH2:62][CH2:61]1.C1CCN2C(=NCCC2)CC1. The catalyst is C1COCC1.CCOC(C)=O. The product is [CH:20]1([C:26]2[C:27]3[CH:28]=[CH:29][C:30]([C:57]([NH:70][S:67]([C:64]4([CH2:63][CH:60]5[CH2:61][CH2:62]5)[CH2:65][CH2:66]4)(=[O:68])=[O:69])=[O:58])=[CH:31][C:32]=3[N:33]3[CH2:39][C:38]([C:40]([N:42]4[CH:43]5[CH2:49][CH2:48][CH:47]4[CH2:46][N:45]([CH3:50])[CH2:44]5)=[O:41])=[CH:37][C:36]4[CH:51]=[C:52]([O:55][CH3:56])[CH:53]=[CH:54][C:35]=4[C:34]=23)[CH2:25][CH2:24][CH2:23][CH2:22][CH2:21]1. The yield is 0.350. (6) The reactants are [Cl:1][C:2]1[CH:8]=[C:7]([O:9][C:10]2[S:14][N:13]=[C:12]([CH2:15][CH2:16][C:17]3[CH:22]=[CH:21][C:20]([Cl:23])=[CH:19][CH:18]=3)[N:11]=2)[C:6]([CH3:24])=[CH:5][C:3]=1[NH2:4].CO.O([CH:29](OC)[N:30]1[CH2:35][CH2:34][CH2:33][CH2:32][CH2:31]1)C. The catalyst is C1(C)C=CC=CC=1. The product is [Cl:1][C:2]1[CH:8]=[C:7]([O:9][C:10]2[S:14][N:13]=[C:12]([CH2:15][CH2:16][C:17]3[CH:22]=[CH:21][C:20]([Cl:23])=[CH:19][CH:18]=3)[N:11]=2)[C:6]([CH3:24])=[CH:5][C:3]=1/[N:4]=[CH:29]\[N:30]1[CH2:35][CH2:34][CH2:33][CH2:32][CH2:31]1. The yield is 0.293.